Task: Predict which catalyst facilitates the given reaction.. Dataset: Catalyst prediction with 721,799 reactions and 888 catalyst types from USPTO (1) Reactant: F[P-](F)(F)(F)(F)F.[N:8]1([O:17][P+](N(C)C)(N(C)C)N(C)C)C2C=CC=CC=2N=N1.[CH3:28][N:29]1[C@H:36]([C:37]([NH:39][C:40]2[CH:45]=[CH:44][C:43]([O:46][CH2:47][C:48]3[C:57]4[C:52](=[CH:53][CH:54]=[CH:55][CH:56]=4)[N:51]=[C:50]([CH3:58])[CH:49]=3)=[CH:42][CH:41]=2)=[O:38])[C@@H:35]([C:59](O)=[O:60])[CH2:34][C:31]2([CH2:33][CH2:32]2)[CH2:30]1.Cl.NO.CN1CCOCC1. Product: [OH:17][NH:8][C:59]([C@H:35]1[CH2:34][C:31]2([CH2:32][CH2:33]2)[CH2:30][N:29]([CH3:28])[C@@H:36]1[C:37]([NH:39][C:40]1[CH:41]=[CH:42][C:43]([O:46][CH2:47][C:48]2[C:57]3[C:52](=[CH:53][CH:54]=[CH:55][CH:56]=3)[N:51]=[C:50]([CH3:58])[CH:49]=2)=[CH:44][CH:45]=1)=[O:38])=[O:60]. The catalyst class is: 3. (2) Product: [O-2:9].[Ti+4:2].[O-2:16].[O-2:1].[Zr+4:5].[O-2:9].[Sn:7]=[O:1].[W:17]=[O:16].[O:9]=[Sb:10]([O:12][Sb:13](=[O:15])=[O:14])=[O:11]. Reactant: [O-2:1].[Ti+4:2].[O-2].[O-2].[Zr+4:5].[O-2].[Sn:7]=O.[O:9]=[Sb:10]([O:12][Sb:13](=[O:15])=[O:14])=[O:11].[OH:16][W:17](O)(=O)=O. The catalyst class is: 6. (3) Reactant: [N+:1]([C:4]1[CH:9]=[CH:8][N:7]=[C:6]([N:10]2[CH2:14][CH2:13][CH2:12][CH2:11]2)[CH:5]=1)([O-])=O.C(Cl)Cl. Product: [N:10]1([C:6]2[CH:5]=[C:4]([NH2:1])[CH:9]=[CH:8][N:7]=2)[CH2:11][CH2:12][CH2:13][CH2:14]1. The catalyst class is: 129. (4) Reactant: [Br:1][C:2]1[CH:3]=[CH:4][C:5]([CH3:9])=[C:6]([CH:8]=1)[NH2:7].[N:10]([O-])=O.[Na+].O.O.[Cl:16][Sn]Cl.[OH-].[Na+].CCOCC. Product: [ClH:16].[Br:1][C:2]1[CH:3]=[CH:4][C:5]([CH3:9])=[C:6]([NH:7][NH2:10])[CH:8]=1. The catalyst class is: 126. (5) Reactant: [Br:1][C:2]1[CH:10]=[C:9]2[C:5]([CH2:6][CH2:7][C:8]2([CH3:12])[CH3:11])=[CH:4][C:3]=1[O:13]C.B(Br)(Br)Br. Product: [Br:1][C:2]1[CH:10]=[C:9]2[C:5]([CH2:6][CH2:7][C:8]2([CH3:11])[CH3:12])=[CH:4][C:3]=1[OH:13]. The catalyst class is: 2. (6) The catalyst class is: 16. Reactant: I[CH3:2].[OH-].[K+].[Cl:5][C:6]1[CH:11]=[CH:10][C:9]([NH:12][C:13](=[O:29])[O:14][CH2:15][C@@:16]([OH:28])([CH3:27])[CH2:17][N:18]2[CH:22]=[C:21]([N+:23]([O-:25])=[O:24])[N:20]=[C:19]2Cl)=[CH:8][CH:7]=1.Cl. Product: [Cl:5][C:6]1[CH:11]=[CH:10][C:9]([N:12]([CH3:2])[C:13](=[O:29])[O:14][CH2:15][C@:16]2([CH3:27])[O:28][C:19]3=[N:20][C:21]([N+:23]([O-:25])=[O:24])=[CH:22][N:18]3[CH2:17]2)=[CH:8][CH:7]=1.